Dataset: Catalyst prediction with 721,799 reactions and 888 catalyst types from USPTO. Task: Predict which catalyst facilitates the given reaction. (1) Reactant: C(OC(=O)[NH:7][C@H:8]1[CH2:13][CH2:12][C@@H:11]([NH:14][C:15]2[CH:20]=[C:19]([CH3:21])[N:18]=[C:17]([N:22]([CH3:24])[CH3:23])[N:16]=2)[CH2:10][CH2:9]1)(C)(C)C.C(O)(C(F)(F)F)=O. Product: [CH3:23][N:22]([CH3:24])[C:17]1[N:16]=[C:15]([NH:14][C@@H:11]2[CH2:12][CH2:13][C@H:8]([NH2:7])[CH2:9][CH2:10]2)[CH:20]=[C:19]([CH3:21])[N:18]=1. The catalyst class is: 2. (2) Reactant: [CH3:1][C:2]([CH3:15])([CH3:14])[C:3]([NH:5][C:6]1[CH:13]=[CH:12][C:9]([CH2:10][NH2:11])=[CH:8][CH:7]=1)=[O:4].Cl.C(OC(NCC1C=CC(NC(=O)C(C)(C)C)=CC=1)=O)(C)(C)C. Product: [CH3:1][C:2]([CH3:15])([CH3:14])[C:3]([NH:5][C:6]1[CH:13]=[CH:12][C:9]([C:10]#[N:11])=[CH:8][CH:7]=1)=[O:4]. The catalyst class is: 12.